This data is from Forward reaction prediction with 1.9M reactions from USPTO patents (1976-2016). The task is: Predict the product of the given reaction. (1) Given the reactants [OH:1][C:2]1[CH:11]=[C:10]2[C:5]([CH2:6][CH2:7][C:8](=[O:12])[NH:9]2)=[CH:4][CH:3]=1.[C:13](=O)([O-])[O-].[K+].[K+].CI, predict the reaction product. The product is: [CH3:13][O:1][C:2]1[CH:11]=[C:10]2[C:5]([CH2:6][CH2:7][C:8](=[O:12])[NH:9]2)=[CH:4][CH:3]=1. (2) Given the reactants [CH3:1][C:2]([CH3:5])([O-])[CH3:3].[K+].O1C[CH2:10][CH2:9][CH2:8]1.[CH3:12][C:13]1[CH:18]=[CH:17][C:16]([N:19]([C:27]2[CH:34]=[CH:33][C:30]([CH:31]=O)=[CH:29][CH:28]=2)[C:20]2[CH:25]=[CH:24][C:23]([CH3:26])=[CH:22][CH:21]=2)=[CH:15][CH:14]=1.Cl.[OH2:36], predict the reaction product. The product is: [OH:36][C:1]1[CH:10]=[CH:9][CH:8]=[CH:3][C:2]=1[CH:5]=[CH:12][C:13]1[CH:18]=[CH:17][C:16]([N:19]([C:27]2[CH:34]=[CH:33][C:30]([CH3:31])=[CH:29][CH:28]=2)[C:20]2[CH:25]=[CH:24][C:23]([CH3:26])=[CH:22][CH:21]=2)=[CH:15][CH:14]=1. (3) Given the reactants [Br:1][C:2]1[CH:3]=[C:4]([S:9](Cl)(=[O:11])=[O:10])[CH:5]=[CH:6][C:7]=1[F:8].[CH:13]([N:16]([CH:19]([CH3:21])C)CC)([CH3:15])C.N1CCCC1, predict the reaction product. The product is: [Br:1][C:2]1[CH:3]=[C:4]([S:9]([N:16]2[CH2:13][CH2:15][CH2:21][CH2:19]2)(=[O:11])=[O:10])[CH:5]=[CH:6][C:7]=1[F:8].